Dataset: Forward reaction prediction with 1.9M reactions from USPTO patents (1976-2016). Task: Predict the product of the given reaction. Given the reactants [N-:1]=[N+:2]=[N-:3].[Na+].[Cl-].[NH4+].CN(C)C=O.[CH3:12][C:13]1[CH:32]=[CH:31][C:30]([CH3:33])=[CH:29][C:14]=1[O:15][CH2:16][C:17]1[CH:22]=[CH:21][CH:20]=[CH:19][C:18]=1[C:23](=[N:26][O:27][CH3:28])[C:24]#[N:25], predict the reaction product. The product is: [CH3:28][O:27][N:26]=[C:23]([C:24]1[NH:25][N:3]=[N:2][N:1]=1)[C:18]1[CH:19]=[CH:20][CH:21]=[CH:22][C:17]=1[CH2:16][O:15][C:14]1[CH:29]=[C:30]([CH3:33])[CH:31]=[CH:32][C:13]=1[CH3:12].